Dataset: Experimentally validated miRNA-target interactions with 360,000+ pairs, plus equal number of negative samples. Task: Binary Classification. Given a miRNA mature sequence and a target amino acid sequence, predict their likelihood of interaction. (1) Result: 0 (no interaction). The protein sequence of the target gene is MIIKHFFGTVLVLLASTTIFSLDLKLIIFQQRQVNQESLKLLNKLQTLSIQQCLPHRKNFLLPQKSLSPQQYQKGHTLAILHEMLQQIFSLFRANISLDGWEENHTEKFLIQLHQQLEYLEALMGLEAEKLSGTLGSDNLRLQVKMYFRRIHDYLENQDYSTCAWAIVQVEISRCLFFVFSLTEKLSKQGRPLNDMKQELTTEFRSPR. The miRNA is hsa-miR-4468 with sequence AGAGCAGAAGGAUGAGAU. (2) The miRNA is hsa-miR-1976 with sequence CCUCCUGCCCUCCUUGCUGU. The protein sequence of the target gene is MSRGPEEVNRLTESTYRNVMEQFNPGLRNLINLGKNYEKAVNAMILAGKAYYDGVAKIGEIATGSPVSTELGHVLIEISSTHKKLNESLDENFKKFHKEIIHELEKKIELDVKYMNATLKRYQTEHKNKLESLEKSQAELKKIRRKSQGSRNALKYEHKEIEYVETVTSRQSEIQKFIADGCKEALLEEKRRFCFLVDKHCGFANHIHYYHLQSAELLNSKLPRWQETCVDAIKVPEKIMNMIEEIKTPASTPVSGTPQASPMIERSNVVRKDYDTLSKCSPKMPPAPSGRAYTSPLIDM.... Result: 1 (interaction). (3) The miRNA is hsa-miR-6870-5p with sequence UGGGGGAGAUGGGGGUUGA. The protein sequence of the target gene is MVGVVSDDQDFLDSKDTMKMAVVLVTPLGNGDLALKFGYPTPHGGCQKMDTTFTEGAVPGQFSNPAMALSDIRVAFSDYQHFALLYLEMRKGGLRNQWLQLYGGRAAGRRPRHPRFGSGMSPLCLHQPFLHAEGGTAGSWCLWPRVPAPPCPSLPLFAPPAPSL. Result: 0 (no interaction). (4) The miRNA is hsa-miR-124-3p with sequence UAAGGCACGCGGUGAAUGCCAA. The protein sequence of the target gene is MEKSNETNGYLDSAQAGPAAGPGAPGTAAGRARRCAGFLRRQALVLLTVSGVLAGAGLGAALRGLSLSRTQVTYLAFPGEMLLRMLRMIILPLVVCSLVSGAASLDASCLGRLGGIAVAYFGLTTLSASALAVALAFIIKPGSGAQTLQSSDLGLEDSGPPPVPKETVDSFLDLARNLFPSNLVVAAFRTYATDYKVVTQNSSSGNVTHEKIPIGTEIEGMNILGLVLFALVLGVALKKLGSEGEDLIRFFNSLNEATMVLVSWIMWYVPVGIMFLVGSKIVEMKDIIVLVTSLGKYIFA.... Result: 1 (interaction). (5) The miRNA is hsa-miR-448 with sequence UUGCAUAUGUAGGAUGUCCCAU. The protein sequence of the target gene is MGRKVTVATCALNQWALDFEGNFQRILKSIQIAKGKGARYRLGPELEICGYGCWDHYHESDTLLHSLQVLAALLDSPVTQDIICDVGMPIMHRNVRYNCRVIFLNRKILLIRPKMALANEGNYRELRWFTPWTRSRQTEEYVLPRMLQDLTKQKTVPFGDVVLATQDTCVGSEICEELWTPRSPHIDMGLDGVEIITNASGSHHVLRKAHTRVDLVTMATSKNGGIYLLANQKGCDGDRLYYDGCAMIAMNGSIFAQGTQFSLDDVEVLTATLDLEDVRSYKAEISSRNLEATRVSPYPR.... Result: 0 (no interaction). (6) The miRNA is hsa-miR-4520-2-3p with sequence UUUGGACAGAAAACACGCAGGU. The protein sequence of the target gene is MKAGTGPLLSTLLGLLFLSIQGTGGVNPGVVARITDKGLAYAAKEGLVALQRELYKITLPDFSGDFKIKAVGRGQYEFHSLEIQNCELRGSSLKLLPGQGLSLAISDSSIGVRGKWKVRKSFLKLHGSFDLDVKGVTISVDLLLGMDPSGRPTVSASGCSSRICDLDVHISGNVGWLLNLFHNQIESKLQKVLENKVCEMIQKSVTSDLQPYLQTLPVTAEIDNVLGIDYSLVAAPQAKAQVLDVMFKGEIFNRNHRSPVATPTPTMSLPEDSKQMVYFAISDYAFNIASRVYHQAGYLN.... Result: 0 (no interaction). (7) The miRNA is hsa-miR-525-5p with sequence CUCCAGAGGGAUGCACUUUCU. The protein sequence of the target gene is MLLPRCCWGRWLMGRRPRCSCQAPAGFDGKDGRGSRVREKPPWRVLFLGTDHFARETLRALHAARDGKEEKLIEKLEVVTVPSLSPKGLPVKQYAIQSQLPVYEWPDVGSGEYDVGVVASFGRLLSEALILKFPYGILNVHPSCLPRWRGPAPIIHTVLHGDTVTGVTIMQIRPKRFDIGPILQQETIPVPPKSTSKELEAVLSKLGANMLISVLKNLPESLNNGRPQPAEGVTYAPKVSAGTSCVKWEEQTSEQVLRLHLAIGDIVPLQTLWMENTVKLLDLVEVNNSILADPKLTGQT.... Result: 0 (no interaction).